This data is from Blood-brain barrier penetration binary classification data from Martins et al.. The task is: Regression/Classification. Given a drug SMILES string, predict its absorption, distribution, metabolism, or excretion properties. Task type varies by dataset: regression for continuous measurements (e.g., permeability, clearance, half-life) or binary classification for categorical outcomes (e.g., BBB penetration, CYP inhibition). Dataset: bbb_martins. The drug is C=CCN1CC[C@]23c4c5ccc(O)c4O[C@H]2[C@@H](O)C=C[C@H]3[C@H]1C5. The result is 1 (penetrates BBB).